This data is from Forward reaction prediction with 1.9M reactions from USPTO patents (1976-2016). The task is: Predict the product of the given reaction. (1) Given the reactants Br[CH2:2][C:3]1[CH:8]=[CH:7][CH:6]=[C:5]([F:9])[CH:4]=1.[SH:10][CH2:11][CH2:12][OH:13].C([O-])([O-])=O.[K+].[K+], predict the reaction product. The product is: [F:9][C:5]1[CH:4]=[C:3]([CH:8]=[CH:7][CH:6]=1)[CH2:2][S:10][CH2:11][CH2:12][OH:13]. (2) Given the reactants C[N:2]([CH:4]=[C:5]1[C:13]2[C:8](=[CH:9][CH:10]=[CH:11][C:12]=2[CH2:14][O:15][Si](C(C)(C)C)(C)C)[NH:7][C:6]1=[O:23])[CH3:3].Cl.[CH3:25][NH:26][S:27](=[O:36])([C:29]1[CH:34]=[CH:33]C(N)=[CH:31][CH:30]=1)=[O:28], predict the reaction product. The product is: [OH:15][CH2:14][C:12]1[CH:11]=[CH:10][CH:9]=[C:8]2[C:13]=1[C:5](=[CH:4][NH:2][C:3]1[CH:33]=[CH:34][C:29]([S:27]([NH:26][CH3:25])(=[O:36])=[O:28])=[CH:30][CH:31]=1)[C:6](=[O:23])[NH:7]2. (3) Given the reactants C(O)(C(F)(F)F)=O.[Cl:8][C:9]1[CH:14]=[CH:13][CH:12]=[C:11]([Cl:15])[C:10]=1[N:16]1[CH:47]=[CH:46][C:19]2[N:20]=[C:21]([NH:24][C:25]3[CH:30]=[C:29]([F:31])[C:28]([N:32]4[CH2:37][CH2:36][N:35](C(OC(C)(C)C)=O)[CH2:34][CH2:33]4)=[C:27]([F:45])[CH:26]=3)[N:22]=[CH:23][C:18]=2[C:17]1=[O:48], predict the reaction product. The product is: [Cl:8][C:9]1[CH:14]=[CH:13][CH:12]=[C:11]([Cl:15])[C:10]=1[N:16]1[CH:47]=[CH:46][C:19]2[N:20]=[C:21]([NH:24][C:25]3[CH:30]=[C:29]([F:31])[C:28]([N:32]4[CH2:33][CH2:34][NH:35][CH2:36][CH2:37]4)=[C:27]([F:45])[CH:26]=3)[N:22]=[CH:23][C:18]=2[C:17]1=[O:48]. (4) Given the reactants S(Cl)(Cl)=O.[NH2:5][CH2:6][CH2:7][CH2:8][CH2:9][CH2:10][CH2:11][CH2:12][C:13]([OH:15])=[O:14].[CH3:16]O, predict the reaction product. The product is: [NH2:5][CH2:6][CH2:7][CH2:8][CH2:9][CH2:10][CH2:11][CH2:12][C:13]([O:15][CH3:16])=[O:14]. (5) Given the reactants C1(P(C2C=CC=CC=2)C2C=CC=CC=2)C=CC=CC=1.[C:20]([CH2:22][NH:23][C:24](=O)[C:25]1[CH:30]=[CH:29][C:28]([O:31][CH2:32][C:33]2[CH:42]=[CH:41][C:40]3[C:35](=[CH:36][CH:37]=[C:38]([F:43])[CH:39]=3)[N:34]=2)=[CH:27][C:26]=1[CH:44]([C:49]1[CH:54]=[CH:53][CH:52]=[CH:51][CH:50]=1)[C:45]([CH3:48])([CH3:47])[CH3:46])#[N:21].C(Cl)(Cl)(Cl)[Cl:57], predict the reaction product. The product is: [Cl:57][C:20]1[N:21]=[C:24]([C:25]2[CH:30]=[CH:29][C:28]([O:31][CH2:32][C:33]3[CH:42]=[CH:41][C:40]4[C:35](=[CH:36][CH:37]=[C:38]([F:43])[CH:39]=4)[N:34]=3)=[CH:27][C:26]=2[CH:44]([C:49]2[CH:54]=[CH:53][CH:52]=[CH:51][CH:50]=2)[C:45]([CH3:46])([CH3:47])[CH3:48])[NH:23][CH:22]=1. (6) The product is: [C:14]([O:18][C:19]([NH:21][C@H:22]([C:23]([O:25][CH2:2][C:1]#[N:4])=[O:24])[CH2:26][CH2:27][C@@H:28]1[S:32][CH2:31][N:30]([C:33]([O:35][C:36]([CH3:39])([CH3:38])[CH3:37])=[O:34])[CH2:29]1)=[O:20])([CH3:17])([CH3:16])[CH3:15]. Given the reactants [CH:1]([N:4](CC)C(C)C)(C)[CH3:2].BrCC#N.[C:14]([O:18][C:19]([NH:21][C@@H:22]([CH2:26][CH2:27][C@@H:28]1[S:32][CH2:31][N:30]([C:33]([O:35][C:36]([CH3:39])([CH3:38])[CH3:37])=[O:34])[CH2:29]1)[C:23]([OH:25])=[O:24])=[O:20])([CH3:17])([CH3:16])[CH3:15], predict the reaction product. (7) Given the reactants [NH2:1][C:2]1[NH:7][C:6](=[O:8])[N:5]([CH:9]2[CH2:11][CH2:10]2)[C:4](=[O:12])[CH:3]=1.[N:13]([O-])=[O:14].[Na+], predict the reaction product. The product is: [NH2:1][C:2]1[NH:7][C:6](=[O:8])[N:5]([CH:9]2[CH2:10][CH2:11]2)[C:4](=[O:12])[C:3]=1[N:13]=[O:14]. (8) Given the reactants [NH2:1][C:2]1[C:3]([C:9]([O:11][CH3:12])=[O:10])=[N:4][C:5](Br)=[CH:6][N:7]=1.[CH3:13][N:14]([CH3:26])[C:15]([C:17]1[CH:22]=[CH:21][C:20](B(O)O)=[CH:19][CH:18]=1)=[O:16].C(=O)([O-])[O-].[Na+].[Na+], predict the reaction product. The product is: [NH2:1][C:2]1[C:3]([C:9]([O:11][CH3:12])=[O:10])=[N:4][C:5]([C:20]2[CH:21]=[CH:22][C:17]([C:15](=[O:16])[N:14]([CH3:13])[CH3:26])=[CH:18][CH:19]=2)=[CH:6][N:7]=1.